From a dataset of Reaction yield outcomes from USPTO patents with 853,638 reactions. Predict the reaction yield, written as a fraction of the theoretical maximum amount of product (1.0 means a 100% yield; for example, 0.34 means a 34% yield). (1) The reactants are [Cl:1][C:2]1[CH:7]=[CH:6][C:5]([C:8]([F:11])([F:10])[F:9])=[CH:4][C:3]=1[NH:12][C:13]1[N:18]2[N:19]=[CH:20][C:21]([S:22]([NH2:25])(=[O:24])=[O:23])=[C:17]2[N:16]=[CH:15][C:14]=1[C:26]([N:28]1[CH2:33][CH2:32][CH:31]([C:34]2[CH:39]=[CH:38][C:37]([F:40])=[CH:36][CH:35]=2)[CH2:30][CH2:29]1)=[O:27].[C:41](O)(=[O:44])[CH2:42][CH3:43]. No catalyst specified. The product is [Cl:1][C:2]1[CH:7]=[CH:6][C:5]([C:8]([F:10])([F:9])[F:11])=[CH:4][C:3]=1[NH:12][C:13]1[N:18]2[N:19]=[CH:20][C:21]([S:22]([NH:25][C:41](=[O:44])[CH2:42][CH3:43])(=[O:24])=[O:23])=[C:17]2[N:16]=[CH:15][C:14]=1[C:26]([N:28]1[CH2:33][CH2:32][CH:31]([C:34]2[CH:35]=[CH:36][C:37]([F:40])=[CH:38][CH:39]=2)[CH2:30][CH2:29]1)=[O:27]. The yield is 0.870. (2) The catalyst is ClCCl.C([O-])(=O)C.[Cu+2].C([O-])(=O)C. The reactants are [O:1]=[S:2]1(=[O:30])[CH2:7][CH2:6][N:5]([C:8]([C:10]2[NH:11][C:12]3[C:17]([CH:18]=2)=[CH:16][C:15]([C:19]([N:21]2[CH2:26][CH2:25][N:24]([CH:27]([CH3:29])[CH3:28])[CH2:23][CH2:22]2)=[O:20])=[CH:14][CH:13]=3)=[O:9])[CH2:4][CH2:3]1.[C:31]([C:33]1[CH:34]=[C:35](B(O)O)[CH:36]=[CH:37][CH:38]=1)#[N:32].N1C=CC=CC=1. The yield is 0.160. The product is [O:30]=[S:2]1(=[O:1])[CH2:7][CH2:6][N:5]([C:8]([C:10]2[N:11]([C:37]3[CH:38]=[C:33]([CH:34]=[CH:35][CH:36]=3)[C:31]#[N:32])[C:12]3[C:17]([CH:18]=2)=[CH:16][C:15]([C:19]([N:21]2[CH2:22][CH2:23][N:24]([CH:27]([CH3:28])[CH3:29])[CH2:25][CH2:26]2)=[O:20])=[CH:14][CH:13]=3)=[O:9])[CH2:4][CH2:3]1. (3) The reactants are [NH2:1][C:2]1[CH:3]=[C:4]([OH:8])[CH:5]=[CH:6][CH:7]=1.[F:9][C:10]([F:21])([F:20])[C:11](O[C:11](=[O:12])[C:10]([F:21])([F:20])[F:9])=[O:12]. The catalyst is O1CCCC1.C(OCC)(=O)C. The product is [F:9][C:10]([F:21])([F:20])[C:11]([NH:1][C:2]1[CH:7]=[CH:6][CH:5]=[C:4]([OH:8])[CH:3]=1)=[O:12]. The yield is 0.970. (4) The catalyst is ClCCl.C([O-])(=O)C.[Cu+2].C([O-])(=O)C. The product is [Cl:33][C:34]1[N:35]=[CH:36][C:37]([N:11]2[C:12]3[C:17](=[CH:16][C:15]([C:19]([N:21]4[CH2:22][CH2:23][CH:24]([N:27]5[CH2:31][CH2:30][CH2:29][CH2:28]5)[CH2:25][CH2:26]4)=[O:20])=[CH:14][CH:13]=3)[CH:18]=[C:10]2[C:8]([N:5]2[CH2:6][CH2:7][C:2]([F:1])([F:32])[CH2:3][CH2:4]2)=[O:9])=[CH:38][CH:39]=1. The yield is 0.570. The reactants are [F:1][C:2]1([F:32])[CH2:7][CH2:6][N:5]([C:8]([C:10]2[NH:11][C:12]3[C:17]([CH:18]=2)=[CH:16][C:15]([C:19]([N:21]2[CH2:26][CH2:25][CH:24]([N:27]4[CH2:31][CH2:30][CH2:29][CH2:28]4)[CH2:23][CH2:22]2)=[O:20])=[CH:14][CH:13]=3)=[O:9])[CH2:4][CH2:3]1.[Cl:33][C:34]1[CH:39]=[CH:38][C:37](B(O)O)=[CH:36][N:35]=1.N1C=CC=CC=1.